This data is from Forward reaction prediction with 1.9M reactions from USPTO patents (1976-2016). The task is: Predict the product of the given reaction. Given the reactants [Cl:1][C:2]1[CH:8]=[C:7]([O:9][C:10]2[C:19]3[C:14](=[CH:15][C:16]([O:22][CH3:23])=[C:17]([O:20][CH3:21])[CH:18]=3)[N:13]=[CH:12][CH:11]=2)[CH:6]=[CH:5][C:3]=1[NH2:4].C(N(CC)CC)C.Cl[C:32](Cl)([O:34]C(=O)OC(Cl)(Cl)Cl)Cl.[NH2:43][C:44]1[S:45][CH:46]=[C:47]([CH2:49][C:50]([O:52][CH2:53][CH3:54])=[O:51])[N:48]=1, predict the reaction product. The product is: [Cl:1][C:2]1[CH:8]=[C:7]([O:9][C:10]2[C:19]3[C:14](=[CH:15][C:16]([O:22][CH3:23])=[C:17]([O:20][CH3:21])[CH:18]=3)[N:13]=[CH:12][CH:11]=2)[CH:6]=[CH:5][C:3]=1[NH:4][C:32]([NH:43][C:44]1[S:45][CH:46]=[C:47]([CH2:49][C:50]([O:52][CH2:53][CH3:54])=[O:51])[N:48]=1)=[O:34].